Dataset: Peptide-MHC class I binding affinity with 185,985 pairs from IEDB/IMGT. Task: Regression. Given a peptide amino acid sequence and an MHC pseudo amino acid sequence, predict their binding affinity value. This is MHC class I binding data. (1) The peptide sequence is FEDLRLLSFI. The MHC is HLA-B45:01 with pseudo-sequence HLA-B45:01. The binding affinity (normalized) is 0.329. (2) The peptide sequence is FTLVATVSI. The MHC is HLA-A02:02 with pseudo-sequence HLA-A02:02. The binding affinity (normalized) is 0.353. (3) The peptide sequence is VTDGGEVGE. The MHC is HLA-A02:03 with pseudo-sequence HLA-A02:03. The binding affinity (normalized) is 1.00. (4) The peptide sequence is RQQELLRL. The MHC is Mamu-B08 with pseudo-sequence Mamu-B08. The binding affinity (normalized) is 0.553. (5) The peptide sequence is KVVQHENLK. The MHC is HLA-A03:01 with pseudo-sequence HLA-A03:01. The binding affinity (normalized) is 0.640. (6) The peptide sequence is KAGVRGWFL. The MHC is HLA-B57:01 with pseudo-sequence HLA-B57:01. The binding affinity (normalized) is 0.605. (7) The peptide sequence is CELYHYQECV. The MHC is HLA-B44:03 with pseudo-sequence HLA-B44:03. The binding affinity (normalized) is 0.229. (8) The peptide sequence is FQPQNGQFI. The MHC is H-2-Ld with pseudo-sequence H-2-Ld. The binding affinity (normalized) is 0.161. (9) The peptide sequence is NWDWGVFFK. The MHC is HLA-A02:03 with pseudo-sequence HLA-A02:03. The binding affinity (normalized) is 0.0914.